From a dataset of Catalyst prediction with 721,799 reactions and 888 catalyst types from USPTO. Predict which catalyst facilitates the given reaction. (1) Reactant: Cl[C:2]1[C:7]([F:8])=[CH:6][CH:5]=[CH:4][N:3]=1.[CH:9]1([C:13]#[N:14])[CH2:12][CH2:11][CH2:10]1.C[Si](C)(C)[N-][Si](C)(C)C.[Na+]. Product: [F:8][C:7]1[C:2]([C:9]2([C:13]#[N:14])[CH2:12][CH2:11][CH2:10]2)=[N:3][CH:4]=[CH:5][CH:6]=1. The catalyst class is: 11. (2) Reactant: COC(=O)[C:4]1[CH:9]=[CH:8][CH:7]=[C:6]([CH2:10][O:11][C:12]2[CH:17]=[CH:16][C:15]([C:18]3[CH:23]=[C:22]([F:24])[C:21]([F:25])=[CH:20][C:19]=3[CH3:26])=[CH:14][CH:13]=2)[C:5]=1[NH:27][N:28]([C:35]([O:37]C(C)(C)C)=O)[CH2:29][C:30]([O:32]CC)=[O:31].Cl. Product: [F:25][C:21]1[C:22]([F:24])=[CH:23][C:18]([C:15]2[CH:16]=[CH:17][C:12]([O:11][CH2:10][C:6]3[CH:7]=[CH:8][CH:9]=[C:4]4[C:5]=3[NH:27][N:28]([CH2:29][C:30]([OH:32])=[O:31])[C:35]4=[O:37])=[CH:13][CH:14]=2)=[C:19]([CH3:26])[CH:20]=1. The catalyst class is: 1. (3) Reactant: [OH:1][C:2]1([C:18]2[CH:19]=[N:20][CH:21]=[CH:22][CH:23]=2)[CH2:7][CH2:6][N:5](C(OCC2C=CC=CC=2)=O)[CH2:4][CH2:3]1.[H][H]. Product: [N:20]1[CH:21]=[CH:22][CH:23]=[C:18]([C:2]2([OH:1])[CH2:3][CH2:4][NH:5][CH2:6][CH2:7]2)[CH:19]=1. The catalyst class is: 29. (4) Reactant: [Cl-].[NH2:2][C:3]([NH2:5])=[NH2+:4].CC(C)([O-])C.[K+].[CH2:12]([NH:16][C:17]([C:19]1[CH:24]=[CH:23][CH:22]=[CH:21][C:20]=1[CH:25]=[C:26]([CH3:32])[C:27](OCC)=[O:28])=[O:18])[CH:13]([CH3:15])[CH3:14]. Product: [CH2:12]([N:16]1[C:17](=[O:18])[C:19]2[C:20](=[CH:21][CH:22]=[CH:23][CH:24]=2)[CH:25]1[CH:26]([CH3:32])[C:27]([NH:4][C:3]([NH2:5])=[NH:2])=[O:28])[CH:13]([CH3:15])[CH3:14]. The catalyst class is: 9. (5) The catalyst class is: 66. Reactant: [F:1][C:2]1[CH:3]=[C:4]([OH:8])[CH:5]=[CH:6][CH:7]=1.[Cl:9]CCl.Cl[C:13]([O:15][CH2:16][CH2:17]Cl)=[O:14]. Product: [C:13](=[O:14])([O:8][C:4]1[CH:5]=[CH:6][CH:7]=[C:2]([F:1])[CH:3]=1)[O:15][CH:16]([Cl:9])[CH3:17].